From a dataset of Full USPTO retrosynthesis dataset with 1.9M reactions from patents (1976-2016). Predict the reactants needed to synthesize the given product. (1) Given the product [NH2:1][C:2]1[N:7]=[CH:6][C:5]([C:8]2[CH:45]=[CH:44][C:11]3=[N:12][CH:13]=[C:14]4[C:19]([N:18]([C:20]5[CH:25]=[CH:24][C:23]([N:26]6[CH2:31][CH2:30][N:29]([C:80](=[O:81])[CH2:79][CH2:78][O:77][CH2:76][CH2:75][O:74][CH2:73][CH2:72][O:71][CH2:70][CH2:69][O:68][CH2:67][CH2:66][NH:65][C:64](=[O:83])[O:63][C:61]([CH3:60])([CH3:62])[CH3:84])[CH2:28][CH2:27]6)=[C:22]([C:39]([F:42])([F:41])[F:40])[CH:21]=5)[C:17](=[O:43])[CH:16]=[CH:15]4)=[C:10]3[CH:9]=2)=[CH:4][CH:3]=1, predict the reactants needed to synthesize it. The reactants are: [NH2:1][C:2]1[N:7]=[CH:6][C:5]([C:8]2[CH:45]=[CH:44][C:11]3=[N:12][CH:13]=[C:14]4[C:19]([N:18]([C:20]5[CH:25]=[CH:24][C:23]([N:26]6[CH2:31][CH2:30][N:29](C(OC(C)(C)C)=O)[CH2:28][CH2:27]6)=[C:22]([C:39]([F:42])([F:41])[F:40])[CH:21]=5)[C:17](=[O:43])[CH:16]=[CH:15]4)=[C:10]3[CH:9]=2)=[CH:4][CH:3]=1.C(O)(C(F)(F)F)=O.C(N(CC)CC)C.[CH3:60][C:61]([CH3:84])([O:63][C:64](=[O:83])[NH:65][CH2:66][CH2:67][O:68][CH2:69][CH2:70][O:71][CH2:72][CH2:73][O:74][CH2:75][CH2:76][O:77][CH2:78][CH2:79][C:80](O)=[O:81])[CH3:62].CN(C(ON1N=NC2C=CC=NC1=2)=[N+](C)C)C.F[P-](F)(F)(F)(F)F. (2) Given the product [CH3:1][N:2]1[CH2:7][CH2:6][CH:5]([CH2:8][CH2:9][CH2:10][CH2:11][NH2:12])[CH2:4][CH2:3]1, predict the reactants needed to synthesize it. The reactants are: [CH3:1][N:2]1[CH2:7][CH2:6][CH:5]([CH2:8][CH2:9][CH2:10][CH2:11][N:12]2C(=O)C3C(=CC=CC=3)C2=O)[CH2:4][CH2:3]1.O.NN. (3) The reactants are: [NH2:1][C:2]1[CH:25]=[CH:24][C:23]([N:26]2[CH2:31][CH2:30][CH2:29][CH2:28][CH2:27]2)=[CH:22][C:3]=1[C:4]([NH:6][C:7]1[CH:11]=[CH:10][N:9]([C:12]2[CH:17]=[CH:16][CH:15]=[C:14]([C:18]([F:21])([F:20])[F:19])[CH:13]=2)[N:8]=1)=[O:5].C(N(CC)CC)C.Cl[C:40]([C:42]1[CH:43]=[C:44]([CH:49]=[CH:50][CH:51]=1)[C:45]([O:47][CH3:48])=[O:46])=[O:41]. Given the product [N:26]1([C:23]2[CH:24]=[CH:25][C:2]([NH:1][C:40]([C:42]3[CH:43]=[C:44]([CH:49]=[CH:50][CH:51]=3)[C:45]([O:47][CH3:48])=[O:46])=[O:41])=[C:3]([C:4](=[O:5])[NH:6][C:7]3[CH:11]=[CH:10][N:9]([C:12]4[CH:17]=[CH:16][CH:15]=[C:14]([C:18]([F:20])([F:21])[F:19])[CH:13]=4)[N:8]=3)[CH:22]=2)[CH2:31][CH2:30][CH2:29][CH2:28][CH2:27]1, predict the reactants needed to synthesize it.